This data is from Catalyst prediction with 721,799 reactions and 888 catalyst types from USPTO. The task is: Predict which catalyst facilitates the given reaction. (1) Product: [ClH:1].[S:31]1[C:27]([CH2:26][O:25][CH:23]2[CH2:22][NH:21][CH2:24]2)=[CH:28][C:29]2[CH:35]=[CH:34][CH:33]=[CH:32][C:30]1=2. Reactant: [Cl:1]C(OC(Cl)C)=O.C([N:21]1[CH2:24][CH:23]([O:25][CH2:26][C:27]2[S:31][C:30]3[CH:32]=[CH:33][CH:34]=[CH:35][C:29]=3[CH:28]=2)[CH2:22]1)(C1C=CC=CC=1)C1C=CC=CC=1.CO. The catalyst class is: 4. (2) Reactant: [F:1][C:2]([F:25])([F:24])[C:3]([C:9]1[CH:14]=[CH:13][C:12]([O:15][CH2:16][O:17][CH3:18])=[C:11]([CH2:19][CH2:20][CH3:21])[C:10]=1[CH2:22]O)([OH:8])[C:4]([F:7])([F:6])[F:5].C1(P(C2C=CC=CC=2)C2C=CC=CC=2)C=CC=CC=1.N(C(OCC)=O)=NC(OCC)=O.O. Product: [CH3:18][O:17][CH2:16][O:15][C:12]1[C:11]([CH2:19][CH2:20][CH3:21])=[C:10]2[C:9](=[CH:14][CH:13]=1)[C:3]([C:4]([F:6])([F:5])[F:7])([C:2]([F:1])([F:24])[F:25])[O:8][CH2:22]2. The catalyst class is: 4.